Dataset: Merck oncology drug combination screen with 23,052 pairs across 39 cell lines. Task: Regression. Given two drug SMILES strings and cell line genomic features, predict the synergy score measuring deviation from expected non-interaction effect. Drug 1: C#Cc1cccc(Nc2ncnc3cc(OCCOC)c(OCCOC)cc23)c1. Drug 2: CC(C)CC(NC(=O)C(Cc1ccccc1)NC(=O)c1cnccn1)B(O)O. Cell line: HT29. Synergy scores: synergy=-14.9.